Predict the product of the given reaction. From a dataset of Forward reaction prediction with 1.9M reactions from USPTO patents (1976-2016). (1) Given the reactants [Cl:1][C:2]1[N:7]=[CH:6][C:5]([CH2:8][N:9]2[CH2:14][CH2:13][CH2:12][CH:11]3[O:15][C:16](=[O:18])[CH:17]=[C:10]23)=[CH:4][CH:3]=1.C(N(CC)CC)C.[Cl:26]N1C(=O)CCC1=O, predict the reaction product. The product is: [Cl:26][C:17]1[C:16](=[O:18])[O:15][CH:11]2[CH2:12][CH2:13][CH2:14][N:9]([CH2:8][C:5]3[CH:6]=[N:7][C:2]([Cl:1])=[CH:3][CH:4]=3)[C:10]=12. (2) Given the reactants Cl[C:2]1[N:7]=[C:6]([C:8]2[N:12]3[CH:13]=[CH:14][C:15]([C:17]([F:20])([F:19])[F:18])=[CH:16][C:11]3=[N:10][C:9]=2[C:21]2[CH:22]=[C:23]([CH:35]=[CH:36][CH:37]=2)[C:24]([NH:26][C:27]2[C:32]([F:33])=[CH:31][CH:30]=[CH:29][C:28]=2[F:34])=[O:25])[CH:5]=[CH:4][N:3]=1.[F:38][CH2:39][CH2:40][N:41]1[CH2:46][CH2:45][N:44]([CH:47]2[CH2:52][CH2:51][N:50]([C:53]3[CH:59]=[CH:58][C:56]([NH2:57])=[C:55]([O:60][CH3:61])[CH:54]=3)[CH2:49][CH2:48]2)[CH2:43][CH2:42]1.O.C1(C)C=CC(S(O)(=O)=O)=CC=1.C[O-].[Na+], predict the reaction product. The product is: [F:34][C:28]1[CH:29]=[CH:30][CH:31]=[C:32]([F:33])[C:27]=1[NH:26][C:24](=[O:25])[C:23]1[CH:35]=[CH:36][CH:37]=[C:21]([C:9]2[N:10]=[C:11]3[CH:16]=[C:15]([C:17]([F:20])([F:19])[F:18])[CH:14]=[CH:13][N:12]3[C:8]=2[C:6]2[CH:5]=[CH:4][N:3]=[C:2]([NH:57][C:56]3[CH:58]=[CH:59][C:53]([N:50]4[CH2:49][CH2:48][CH:47]([N:44]5[CH2:43][CH2:42][N:41]([CH2:40][CH2:39][F:38])[CH2:46][CH2:45]5)[CH2:52][CH2:51]4)=[CH:54][C:55]=3[O:60][CH3:61])[N:7]=2)[CH:22]=1. (3) The product is: [CH3:3][S:4]([C:7]1([C:8]2[N:13]=[C:12]([S:14][CH3:15])[N:11]=[C:10]([N:16]3[CH2:17][CH2:18][O:19][CH2:20][CH2:21]3)[CH:9]=2)[CH2:24][CH2:23]1)(=[O:5])=[O:6]. Given the reactants [OH-].[Na+].[CH3:3][S:4]([CH2:7][C:8]1[N:13]=[C:12]([S:14][CH3:15])[N:11]=[C:10]([N:16]2[CH2:21][CH2:20][O:19][CH2:18][CH2:17]2)[CH:9]=1)(=[O:6])=[O:5].Br[CH2:23][CH2:24]Br.O, predict the reaction product. (4) Given the reactants [O:1]=[C:2]1[N:10]([CH2:11][CH2:12][CH3:13])[C:9]2[N:8]=[C:7]([C:14]34[CH2:21][CH2:20][C:17]([CH2:22][CH2:23][C:24]([NH:26]C5NN=NN=5)=[O:25])([CH2:18][CH2:19]3)[CH2:16][CH2:15]4)[NH:6][C:5]=2[C:4](=[O:32])[N:3]1[CH2:33][CH2:34][CH3:35].C(CCNC(=O)CCC12CCC(C3NC4C(=O)N(CCC)C(=O)N(CCC)C=4N=3)(CC1)CC2)#N.COC(=O)C(NC(C12CCC(C3NC4C(=O)N(CCC)C(=O)N(CCC)C=4N=3)(CC1)CC2)=O)C(O)C.COC(=O)C(NC(C12CCC(C3NC4C(=O)N(CCC)C(=O)N(CCC)C=4N=3)(CC1)CC2)=O)CO, predict the reaction product. The product is: [O:1]=[C:2]1[N:10]([CH2:11][CH2:12][CH3:13])[C:9]2[N:8]=[C:7]([C:14]34[CH2:21][CH2:20][C:17]([CH2:22][CH2:23][C:24]([NH2:26])=[O:25])([CH2:18][CH2:19]3)[CH2:16][CH2:15]4)[NH:6][C:5]=2[C:4](=[O:32])[N:3]1[CH2:33][CH2:34][CH3:35]. (5) Given the reactants [H-].[Al+3].[Li+].[H-].[H-].[H-].[CH3:7][C@H:8]1[CH2:13][CH2:12][C@H:11]([N:14]2[CH:18]=[C:17]([C:19](OCC)=[O:20])[N:16]=[CH:15]2)[CH2:10][CH2:9]1, predict the reaction product. The product is: [CH3:7][C@H:8]1[CH2:9][CH2:10][C@H:11]([N:14]2[CH:18]=[C:17]([CH2:19][OH:20])[N:16]=[CH:15]2)[CH2:12][CH2:13]1. (6) The product is: [NH2:1][C:4]1[CH:5]=[C:6]([O:14][CH3:15])[C:7]([O:12][CH3:13])=[CH:8][C:9]=1[CH:10]=[O:11]. Given the reactants [N+:1]([C:4]1[C:9]([CH:10]=[O:11])=[CH:8][C:7]([O:12][CH3:13])=[C:6]([O:14][CH3:15])[CH:5]=1)([O-])=O.O.Cl, predict the reaction product. (7) Given the reactants [C:1]([OH:10])(=[O:9])[CH2:2][CH2:3][CH2:4][CH2:5][C:6]([OH:8])=[O:7].[N:11]1([CH2:16][CH2:17][CH2:18][N:19]2[CH2:24][CH2:23][CH:22]([CH2:25][NH2:26])[CH2:21][CH2:20]2)[CH:15]=[CH:14][N:13]=[N:12]1.C(OCC)C, predict the reaction product. The product is: [C:1]([OH:10])(=[O:9])[CH2:2][CH2:3][CH2:4][CH2:5][C:6]([OH:8])=[O:7].[N:11]1([CH2:16][CH2:17][CH2:18][N:19]2[CH2:20][CH2:21][CH:22]([CH2:25][NH2:26])[CH2:23][CH2:24]2)[CH:15]=[CH:14][N:13]=[N:12]1. (8) Given the reactants [CH3:1][C:2]([CH3:29])([CH3:28])[CH2:3][N:4]1[C:12]2[C:7](=[C:8]([CH2:25][CH2:26][CH3:27])[C:9]([O:13][CH2:14][C:15]3[CH:20]=[CH:19][CH:18]=[C:17]([Sn](C)(C)C)[CH:16]=3)=[CH:10][CH:11]=2)[CH:6]=[CH:5]1.Br[C:31]1[N:36]=[C:35]([C:37]([O:39]C)=[O:38])[CH:34]=[CH:33][CH:32]=1, predict the reaction product. The product is: [CH3:1][C:2]([CH3:29])([CH3:28])[CH2:3][N:4]1[C:12]2[C:7](=[C:8]([CH2:25][CH2:26][CH3:27])[C:9]([O:13][CH2:14][C:15]3[CH:16]=[C:17]([C:31]4[N:36]=[C:35]([C:37]([OH:39])=[O:38])[CH:34]=[CH:33][CH:32]=4)[CH:18]=[CH:19][CH:20]=3)=[CH:10][CH:11]=2)[CH:6]=[CH:5]1. (9) The product is: [CH2:1]([N:8]1[CH2:13][CH2:12][N:11]([C:14](=[O:35])[CH2:15][N:16]([CH3:34])[C:17]2[CH:22]=[CH:21][C:20]([O:23][C:24]3[N:25]=[CH:26][C:27]([NH:30][C:49](=[O:50])[C:48]4[CH:52]=[CH:53][C:45]([C:44]([F:43])([F:54])[F:55])=[CH:46][CH:47]=4)=[CH:28][CH:29]=3)=[C:19]([CH3:33])[CH:18]=2)[CH2:10][CH2:9]1)[C:2]1[CH:7]=[CH:6][CH:5]=[CH:4][CH:3]=1. Given the reactants [CH2:1]([N:8]1[CH2:13][CH2:12][N:11]([C:14](=[O:35])[CH2:15][N:16]([CH3:34])[C:17]2[CH:22]=[CH:21][C:20]([O:23][C:24]3[CH:29]=[CH:28][C:27]([N+:30]([O-])=O)=[CH:26][N:25]=3)=[C:19]([CH3:33])[CH:18]=2)[CH2:10][CH2:9]1)[C:2]1[CH:7]=[CH:6][CH:5]=[CH:4][CH:3]=1.C(N(CC)CC)C.[F:43][C:44]([F:55])([F:54])[C:45]1[CH:53]=[CH:52][C:48]([C:49](Cl)=[O:50])=[CH:47][CH:46]=1.C(=O)(O)[O-].[Na+], predict the reaction product. (10) The product is: [NH2:1][C:2]1[S:3][C:4]([C:17]2[CH:22]=[CH:21][CH:20]=[C:19]([F:23])[CH:18]=2)=[C:5]([C:7]([N:9]2[C@H:14]([CH2:15][NH:16][C:32]([C:27]3[C:28]([CH3:31])=[N:29][O:30][C:26]=3[CH2:24][CH3:25])=[O:33])[CH2:13][C@H:12]3[C@@H:10]2[CH2:11]3)=[O:8])[N:6]=1. Given the reactants [NH2:1][C:2]1[S:3][C:4]([C:17]2[CH:22]=[CH:21][CH:20]=[C:19]([F:23])[CH:18]=2)=[C:5]([C:7]([N:9]2[C@H:14]([CH2:15][NH2:16])[CH2:13][C@H:12]3[C@@H:10]2[CH2:11]3)=[O:8])[N:6]=1.[CH2:24]([C:26]1[O:30][N:29]=[C:28]([CH3:31])[C:27]=1[C:32](O)=[O:33])[CH3:25], predict the reaction product.